This data is from Forward reaction prediction with 1.9M reactions from USPTO patents (1976-2016). The task is: Predict the product of the given reaction. (1) Given the reactants [CH3:1][N:2]1[C:11]2[C:6](=[CH:7][CH:8]=[C:9]([C:12]([F:15])([F:14])[F:13])[CH:10]=2)[C:5]([CH3:16])=[C:4]([C:17]([O:19][CH2:20][CH3:21])=[O:18])[C:3]1=O.COC1C=CC(P2(SP(C3C=CC(OC)=CC=3)(=S)S2)=[S:32])=CC=1.CCOC(C)=O.CCCCCC, predict the reaction product. The product is: [CH3:1][N:2]1[C:11]2[C:6](=[CH:7][CH:8]=[C:9]([C:12]([F:15])([F:14])[F:13])[CH:10]=2)[C:5]([CH3:16])=[C:4]([C:17]([O:19][CH2:20][CH3:21])=[O:18])[C:3]1=[S:32]. (2) Given the reactants C(OC(=O)[NH:7][C@@H:8]([CH2:25][C@H:26]([CH2:30][C:31]1[CH:36]=[CH:35][C:34]([CH3:37])=[C:33]([O:38][CH2:39][CH2:40][CH2:41][O:42][CH3:43])[CH:32]=1)[CH:27]([CH3:29])[CH3:28])[C@@H:9]([OH:24])[CH2:10][C@H:11]([C:15](=[O:23])[NH:16][CH:17]1[CH2:22][CH2:21][O:20][CH2:19][CH2:18]1)[CH:12]([CH3:14])[CH3:13])(C)(C)C.Cl, predict the reaction product. The product is: [O:20]1[CH2:21][CH2:22][CH:17]([NH:16][C:15](=[O:23])[C@H:11]([CH:12]([CH3:14])[CH3:13])[CH2:10][C@H:9]([OH:24])[C@@H:8]([NH2:7])[CH2:25][C@H:26]([CH2:30][C:31]2[CH:36]=[CH:35][C:34]([CH3:37])=[C:33]([O:38][CH2:39][CH2:40][CH2:41][O:42][CH3:43])[CH:32]=2)[CH:27]([CH3:28])[CH3:29])[CH2:18][CH2:19]1. (3) Given the reactants [C:1]([C:3]1[CH:8]=[CH:7][C:6]([C:9]2[N:10]=[C:11]([CH:14]([CH3:31])[C:15]([C:23]3[CH:28]=[C:27]([F:29])[CH:26]=[CH:25][C:24]=3[F:30])([OH:22])[CH2:16][N:17]3[CH:21]=[N:20][CH:19]=[N:18]3)[S:12][CH:13]=2)=[CH:5][CH:4]=1)#[N:2].[C@@]12(CS(O)(=O)=O)C(C)(C)C(CC1)CC2=O, predict the reaction product. The product is: [C:1]([C:3]1[CH:8]=[CH:7][C:6]([C:9]2[N:10]=[C:11]([C@H:14]([CH3:31])[C@:15]([C:23]3[CH:28]=[C:27]([F:29])[CH:26]=[CH:25][C:24]=3[F:30])([OH:22])[CH2:16][N:17]3[CH:21]=[N:20][CH:19]=[N:18]3)[S:12][CH:13]=2)=[CH:5][CH:4]=1)#[N:2]. (4) Given the reactants [C:1]([C:3]1([NH:6][C:7]([C@@H:9]2[CH2:13][C@@H:12]([S:14]([C:17]3[CH:22]=[CH:21][C:20]([N:23]4[CH:27]=[CH:26][CH:25]=[N:24]4)=[CH:19][C:18]=3[C:28]([F:31])([F:30])[F:29])(=[O:16])=[O:15])[CH2:11][NH:10]2)=[O:8])[CH2:5][CH2:4]1)#[N:2].[C:32](OC(=O)C)(=[O:34])[CH3:33], predict the reaction product. The product is: [C:1]([C:3]1([NH:6][C:7]([C@@H:9]2[CH2:13][C@@H:12]([S:14]([C:17]3[CH:22]=[CH:21][C:20]([N:23]4[CH:27]=[CH:26][CH:25]=[N:24]4)=[CH:19][C:18]=3[C:28]([F:29])([F:31])[F:30])(=[O:15])=[O:16])[CH2:11][N:10]2[C:32](=[O:34])[CH3:33])=[O:8])[CH2:5][CH2:4]1)#[N:2]. (5) Given the reactants BrC1C=[C:4]2[C:9](=[CH:10]C=1OCC)[C:8]([CH3:16])([CH3:15])[CH2:7][CH:6]=[C:5]2[C:17]([CH3:20])([CH3:19])[CH3:18].B1(B2O[C:33]([CH3:36])([CH3:35])[C:32]([CH3:38])([CH3:37])O2)OC(C)(C)C(C)(C)O1.[C:39]([O-])(=[O:41])[CH3:40].[K+].C(C1C2C=C(B3OC(C)(C)C(C)(C)O3)C(OCC)=CC=2C(C)(C)CC=1)(C)(C)C.I/C(/C)=C\[CH:75]=[CH:76]\[C:77](\[CH3:84])=[CH:78]\[C:79]([O:81][CH2:82][CH3:83])=[O:80].C(=O)([O-])[O-].[Na+].[Na+], predict the reaction product. The product is: [C:17]([C:5]1[C:4]2[CH:37]=[C:32](/[C:33](/[CH3:35])=[CH:36]\[CH:75]=[CH:76]\[C:77](\[CH3:84])=[CH:78]\[C:79]([O:81][CH2:82][CH3:83])=[O:80])[C:38]([O:41][CH2:39][CH3:40])=[CH:10][C:9]=2[C:8]([CH3:15])([CH3:16])[CH2:7][CH:6]=1)([CH3:18])([CH3:19])[CH3:20].